Dataset: Reaction yield outcomes from USPTO patents with 853,638 reactions. Task: Predict the reaction yield, written as a fraction of the theoretical maximum amount of product (1.0 means a 100% yield; for example, 0.34 means a 34% yield). The reactants are [CH3:1][CH:2]([CH:6]([S:8][CH3:9])[CH3:7])[C:3](O)=[O:4].C(Cl)(=O)C(Cl)=O.[Cl:16][C:17]1[C:21]([NH:22][CH2:23][CH3:24])=[CH:20][N:19]([C:25]2[CH:26]=[N:27][CH:28]=[C:29]([F:31])[CH:30]=2)[N:18]=1. The catalyst is ClCCl.CN(C)C=O.CN(C)C1C=CN=CC=1. The product is [Cl:16][C:17]1[C:21]([N:22]([CH2:23][CH3:24])[C:3](=[O:4])[CH:2]([CH3:1])[CH:6]([S:8][CH3:9])[CH3:7])=[CH:20][N:19]([C:25]2[CH:26]=[N:27][CH:28]=[C:29]([F:31])[CH:30]=2)[N:18]=1.[Cl:16][C:17]1[C:21]([N:22]([CH2:23][CH3:24])[C:3](=[O:4])/[C:2](/[CH3:1])=[CH:6]\[CH3:7])=[CH:20][N:19]([C:25]2[CH:26]=[N:27][CH:28]=[C:29]([F:31])[CH:30]=2)[N:18]=1. The yield is 0.221.